Dataset: Catalyst prediction with 721,799 reactions and 888 catalyst types from USPTO. Task: Predict which catalyst facilitates the given reaction. (1) Reactant: [S:1]([O:11][C:12]1[CH:16]=[CH:15][NH:14][C:13]=1[C:17]([O:19][CH3:20])=[O:18])([C:4]1[CH:10]=[CH:9][C:7]([CH3:8])=[CH:6][CH:5]=1)(=[O:3])=[O:2].[H-].[Na+].[NH2:23]Cl.[O-]S(S([O-])=O)=O.[Na+].[Na+]. Product: [NH2:23][N:14]1[CH:15]=[CH:16][C:12]([O:11][S:1]([C:4]2[CH:5]=[CH:6][C:7]([CH3:8])=[CH:9][CH:10]=2)(=[O:2])=[O:3])=[C:13]1[C:17]([O:19][CH3:20])=[O:18]. The catalyst class is: 18. (2) Reactant: Br[CH2:2][C:3]([C:5]1[CH:6]=[CH:7][C:8]([F:13])=[C:9]([CH:12]=1)[C:10]#[N:11])=[O:4].[OH:14][CH2:15][C@@H:16]1[NH:21][CH2:20][CH2:19][N:18]([C:22]([O:24][C:25]([CH3:28])([CH3:27])[CH3:26])=[O:23])[CH2:17]1.C([O-])([O-])=O.[K+].[K+]. Product: [C:10]([C:9]1[CH:12]=[C:5]([C:3](=[O:4])[CH2:2][N:21]2[CH2:20][CH2:19][N:18]([C:22]([O:24][C:25]([CH3:26])([CH3:27])[CH3:28])=[O:23])[CH2:17][C@@H:16]2[CH2:15][OH:14])[CH:6]=[CH:7][C:8]=1[F:13])#[N:11]. The catalyst class is: 3. (3) Reactant: [NH2:1][C:2]1[C:3]([C:25]([NH:27][C:28]2[CH:29]=[N:30][CH:31]=[CH:32][C:33]=2[N:34]2[CH2:39][CH2:38][CH2:37][C@H:36]([NH2:40])[CH2:35]2)=[O:26])=[N:4][C:5]([C:9]2[C:14]([F:15])=[CH:13][CH:12]=[C:11]([O:16]CC3C=CC=CC=3)[C:10]=2[F:24])=[C:6]([F:8])[CH:7]=1. Product: [NH2:1][C:2]1[C:3]([C:25]([NH:27][C:28]2[CH:29]=[N:30][CH:31]=[CH:32][C:33]=2[N:34]2[CH2:39][CH2:38][CH2:37][C@H:36]([NH2:40])[CH2:35]2)=[O:26])=[N:4][C:5]([C:9]2[C:14]([F:15])=[CH:13][CH:12]=[C:11]([OH:16])[C:10]=2[F:24])=[C:6]([F:8])[CH:7]=1. The catalyst class is: 19. (4) Reactant: C(OC([N:8]1[CH2:12][C@@H:11]([CH2:13][N:14]([C:18](=[O:33])[C:19]2[CH:24]=[CH:23][C:22]([CH2:25][CH3:26])=[C:21]([O:27][CH2:28][CH2:29][CH2:30][O:31][CH3:32])[CH:20]=2)[CH:15]([CH3:17])[CH3:16])[C@H:10]([NH2:34])[CH2:9]1)=O)(C)(C)C.Cl[CH2:36][C:37]([N:39]([CH2:41][CH:42]1[CH2:47][CH2:46][CH2:45][CH2:44][CH2:43]1)[CH3:40])=[O:38].[Cl-].CC#N.O. Product: [CH:42]1([CH2:41][N:39]([CH3:40])[C:37]([CH2:36][NH:34][C@@H:10]2[CH2:9][NH:8][CH2:12][C@H:11]2[CH2:13][N:14]([CH:15]([CH3:16])[CH3:17])[C:18](=[O:33])[C:19]2[CH:24]=[CH:23][C:22]([CH2:25][CH3:26])=[C:21]([O:27][CH2:28][CH2:29][CH2:30][O:31][CH3:32])[CH:20]=2)=[O:38])[CH2:47][CH2:46][CH2:45][CH2:44][CH2:43]1. The catalyst class is: 23. (5) Reactant: [OH:1][N:2]1[C:6](=[O:7])[C:5]2=[CH:8][CH:9]=[CH:10][CH:11]=[C:4]2[C:3]1=[O:12].[CH2:13]1[CH2:23]CN2C(=NCCC2)C[CH2:14]1.C(Br)C=C. Product: [CH2:23]([O:1][N:2]1[C:3](=[O:12])[C:4]2=[CH:11][CH:10]=[CH:9][CH:8]=[C:5]2[C:6]1=[O:7])[CH:13]=[CH2:14]. The catalyst class is: 3. (6) Reactant: [CH2:1]([N:8]1[CH2:13][CH:12]=[CH:11][CH2:10][CH2:9]1)[C:2]1[CH:7]=[CH:6][CH:5]=[CH:4][CH:3]=1.FC(F)(F)C(O)=[O:17].BrN1C(=O)CCC1=O.[OH-].[Na+]. Product: [CH2:1]([N:8]1[CH2:9][CH2:10][CH:11]2[CH:12]([O:17]2)[CH2:13]1)[C:2]1[CH:7]=[CH:6][CH:5]=[CH:4][CH:3]=1. The catalyst class is: 93.